Predict the reactants needed to synthesize the given product. From a dataset of Retrosynthesis with 50K atom-mapped reactions and 10 reaction types from USPTO. Given the product OCc1cccc(-c2ccco2)c1, predict the reactants needed to synthesize it. The reactants are: CCOC(=O)c1cccc(-c2ccco2)c1.